This data is from Full USPTO retrosynthesis dataset with 1.9M reactions from patents (1976-2016). The task is: Predict the reactants needed to synthesize the given product. (1) Given the product [C:1]1([C:7]2[N:8]=[C:9]([CH2:12][CH2:13][CH2:14][OH:15])[S:10][CH:11]=2)[CH:2]=[CH:3][CH:4]=[CH:5][CH:6]=1, predict the reactants needed to synthesize it. The reactants are: [C:1]1([C:7]2[N:8]=[C:9]([CH2:12][CH2:13][C:14](OCC)=[O:15])[S:10][CH:11]=2)[CH:6]=[CH:5][CH:4]=[CH:3][CH:2]=1.[BH4-].[Na+]. (2) Given the product [F:21][C:22]([F:35])([F:34])[S:23]([O:9][CH2:8][C:7]([F:20])([F:6])[C:10]([F:18])([F:19])[C:11]([F:16])([F:17])[C:12]([F:14])([F:13])[F:15])(=[O:25])=[O:24], predict the reactants needed to synthesize it. The reactants are: C(OCC)C.[F:6][C:7]([F:20])([C:10]([F:19])([F:18])[C:11]([F:17])([F:16])[C:12]([F:15])([F:14])[F:13])[CH2:8][OH:9].[F:21][C:22]([F:35])([F:34])[S:23](O[S:23]([C:22]([F:35])([F:34])[F:21])(=[O:25])=[O:24])(=[O:25])=[O:24].Cl.